From a dataset of Reaction yield outcomes from USPTO patents with 853,638 reactions. Predict the reaction yield, written as a fraction of the theoretical maximum amount of product (1.0 means a 100% yield; for example, 0.34 means a 34% yield). The reactants are Br[C:2]1[CH:3]=[C:4]([CH:27]=[CH:28][N:29]=1)[C:5]([NH:7][C:8]1[CH:9]=[CH:10][C:11]([CH3:26])=[C:12]([NH:14][C:15]([C:17]2[S:25][C:20]3=[N:21][CH:22]=[CH:23][N:24]=[C:19]3[CH:18]=2)=[O:16])[CH:13]=1)=[O:6].[NH:30]1[CH2:34][CH2:33][CH2:32][CH2:31]1. No catalyst specified. The product is [CH3:26][C:11]1[CH:10]=[CH:9][C:8]([NH:7][C:5](=[O:6])[C:4]2[CH:27]=[CH:28][N:29]=[C:2]([N:30]3[CH2:34][CH2:33][CH2:32][CH2:31]3)[CH:3]=2)=[CH:13][C:12]=1[NH:14][C:15]([C:17]1[S:25][C:20]2=[N:21][CH:22]=[CH:23][N:24]=[C:19]2[CH:18]=1)=[O:16]. The yield is 0.440.